From a dataset of Orexin1 receptor HTS with 218,158 compounds and 233 confirmed actives. Binary Classification. Given a drug SMILES string, predict its activity (active/inactive) in a high-throughput screening assay against a specified biological target. (1) The compound is s1c2nc(n(N)c(=O)c2cc1CC)CCC(O)=O. The result is 0 (inactive). (2) The drug is Brc1ccc(OCCOC(=O)c2sc(=S)n(c2C)C)cc1. The result is 0 (inactive). (3) The compound is s1c(c2oc(NCC=C)c(n2)C#N)ccc1. The result is 0 (inactive). (4) The molecule is O1C2(OCC1)CCN(CC2)C(=O)CCc1n2nc(NCc3ccccc3)ccc2nn1. The result is 0 (inactive). (5) The drug is P(OCCCCC)(=O)(c1ccccc1)c1ccccc1. The result is 0 (inactive). (6) The drug is Clc1c(NC(=O)C(OC(=O)c2ncc(nc2)C)c2ccccc2)cc(cc1)C(F)(F)F. The result is 0 (inactive). (7) The compound is [nH]1c2C(N(CCc2c2c1cccc2)CCCn1nccc1)C(C)(C)C. The result is 0 (inactive).